This data is from Reaction yield outcomes from USPTO patents with 853,638 reactions. The task is: Predict the reaction yield, written as a fraction of the theoretical maximum amount of product (1.0 means a 100% yield; for example, 0.34 means a 34% yield). (1) The reactants are [NH2:1][C:2]1[S:3][C:4]2[C:10]([C:11]#[N:12])=[C:9]([O:13][C:14]3[CH:15]=[CH:16][C:17]([F:27])=[C:18]([NH:20][C:21](=[O:26])[C:22]([F:25])([F:24])[F:23])[CH:19]=3)[CH:8]=[CH:7][C:5]=2[N:6]=1.N1C=CC=CC=1.[CH:34]1([C:37](Cl)=[O:38])[CH2:36][CH2:35]1. The catalyst is O1CCCC1.C(OCC)(=O)C. The product is [C:11]([C:10]1[C:4]2[S:3][C:2]([NH:1][C:37]([CH:34]3[CH2:36][CH2:35]3)=[O:38])=[N:6][C:5]=2[CH:7]=[CH:8][C:9]=1[O:13][C:14]1[CH:15]=[CH:16][C:17]([F:27])=[C:18]([NH:20][C:21](=[O:26])[C:22]([F:25])([F:23])[F:24])[CH:19]=1)#[N:12]. The yield is 0.380. (2) The reactants are [NH2:1][C:2]1[CH:6]=[C:5]([C:7]2[CH:12]=[C:11]([F:13])[C:10]([F:14])=[C:9]([F:15])[CH:8]=2)[S:4][C:3]=1[C:16]([OH:18])=O.[NH2:19][C:20]1([C:26]([O:28][CH3:29])=[O:27])[CH2:25][CH2:24][CH2:23][CH2:22][CH2:21]1.C(N(CC)CC)C.CN(C(ON1N=NC2C=CC=NC1=2)=[N+](C)C)C.F[P-](F)(F)(F)(F)F. The catalyst is CN(C=O)C.C(OCC)(=O)C. The product is [NH2:1][C:2]1[CH:6]=[C:5]([C:7]2[CH:8]=[C:9]([F:15])[C:10]([F:14])=[C:11]([F:13])[CH:12]=2)[S:4][C:3]=1[C:16]([NH:19][C:20]1([C:26]([O:28][CH3:29])=[O:27])[CH2:25][CH2:24][CH2:23][CH2:22][CH2:21]1)=[O:18]. The yield is 0.450.